From a dataset of Reaction yield outcomes from USPTO patents with 853,638 reactions. Predict the reaction yield, written as a fraction of the theoretical maximum amount of product (1.0 means a 100% yield; for example, 0.34 means a 34% yield). (1) The reactants are Cl.[CH2:2]([C@@H:9]1NC(C)(C)N(C)[C:10]1=[O:17])[C:3]1C=CC=CC=1.[C:18]1([C:24]2[O:25][C:26]([C:33]3[CH:38]=[CH:37][CH:36]=[CH:35][CH:34]=3)=[C:27]3[C:32]=2[CH:31]=[CH:30][CH:29]=[CH:28]3)[CH:23]=[CH:22][CH:21]=[CH:20][CH:19]=1.CO.C(=O)/C=C/C. The catalyst is CN(C=O)C.O.CCOCC. The product is [C:18]1([C@@:24]23[O:25][C@@:26]([C:33]4[CH:34]=[CH:35][CH:36]=[CH:37][CH:38]=4)([C@@H:9]([CH:10]=[O:17])[C@@H:2]2[CH3:3])[C:27]2[CH:28]=[CH:29][CH:30]=[CH:31][C:32]3=2)[CH:23]=[CH:22][CH:21]=[CH:20][CH:19]=1. The yield is 0.750. (2) The reactants are [CH2:1]([O:3][C:4]([C:6]1[NH:7][C:8]2[C:13]([CH:14]=1)=[CH:12][C:11]([OH:15])=[CH:10][CH:9]=2)=[O:5])[CH3:2].Br[CH2:17][C:18]([N:20]1[CH2:24][CH2:23][CH2:22][CH2:21]1)=[O:19].C(=O)([O-])[O-].[Cs+].[Cs+]. The catalyst is CN(C)C=O.C(OCC)(=O)C. The product is [CH2:1]([O:3][C:4]([C:6]1[NH:7][C:8]2[C:13]([CH:14]=1)=[CH:12][C:11]([O:15][CH2:17][C:18](=[O:19])[N:20]1[CH2:24][CH2:23][CH2:22][CH2:21]1)=[CH:10][CH:9]=2)=[O:5])[CH3:2]. The yield is 0.250. (3) The reactants are [O:1]1[CH2:6][CH2:5][CH2:4][CH2:3][CH:2]1[N:7]1[C:11]2[CH:12]=[CH:13][C:14]([C:16](=O)[CH3:17])=[CH:15][C:10]=2[N:9]=[CH:8]1.[BH4-].[Na+].[CH3:21][NH2:22]. The catalyst is CO. The product is [CH3:21][NH:22][CH:16]([C:14]1[CH:13]=[CH:12][C:11]2[N:7]([CH:2]3[CH2:3][CH2:4][CH2:5][CH2:6][O:1]3)[CH:8]=[N:9][C:10]=2[CH:15]=1)[CH3:17]. The yield is 0.150. (4) The reactants are [Br:1][C:2]1[CH:3]=[CH:4][C:5]([F:12])=[C:6]([CH:8]([OH:11])[CH2:9][CH3:10])[CH:7]=1.[Cr](O[Cr]([O-])(=O)=O)([O-])(=O)=O.[NH+]1C=CC=CC=1.[NH+]1C=CC=CC=1. The catalyst is C(Cl)Cl. The product is [Br:1][C:2]1[CH:3]=[CH:4][C:5]([F:12])=[C:6]([C:8](=[O:11])[CH2:9][CH3:10])[CH:7]=1. The yield is 0.980. (5) The reactants are [Cl:1][C:2]1[CH:7]=[CH:6][C:5]([C:8]2[CH:13]=[C:12]([CH3:14])[NH:11][C:10](=[O:15])[CH:9]=2)=[CH:4][CH:3]=1.C1C(=O)N([Br:23])C(=O)C1. The catalyst is CN(C=O)C. The product is [Br:23][C:13]1[C:8]([C:5]2[CH:4]=[CH:3][C:2]([Cl:1])=[CH:7][CH:6]=2)=[CH:9][C:10](=[O:15])[NH:11][C:12]=1[CH3:14]. The yield is 0.170. (6) The reactants are [CH3:1][O:2][C:3]1[CH:4]=[CH:5][C:6]2[C:10]([CH:11]=1)=[N:9][N:8]([CH3:12])[CH:7]=2.[OH-].[K+].[I:15]I. The catalyst is CN(C=O)C. The product is [I:15][C:7]1[N:8]([CH3:12])[N:9]=[C:10]2[C:6]=1[CH:5]=[CH:4][C:3]([O:2][CH3:1])=[CH:11]2. The yield is 0.740.